Predict the product of the given reaction. From a dataset of Forward reaction prediction with 1.9M reactions from USPTO patents (1976-2016). (1) Given the reactants C1(C(C2C=CC=CC=2)=[N:8][NH:9][C:10]2[CH:11]=[C:12]3[C:17](=[CH:18][CH:19]=2)[N:16]=[CH:15][CH:14]=[CH:13]3)C=CC=CC=1.[CH:26]1([C:31](=O)[CH2:32][C:33]#[N:34])[CH2:30][CH2:29][CH2:28][CH2:27]1, predict the reaction product. The product is: [CH:26]1([C:31]2[CH:32]=[C:33]([NH2:34])[N:9]([C:10]3[CH:11]=[C:12]4[C:17](=[CH:18][CH:19]=3)[N:16]=[CH:15][CH:14]=[CH:13]4)[N:8]=2)[CH2:30][CH2:29][CH2:28][CH2:27]1. (2) Given the reactants Cl[CH2:2][C:3]([NH:5][CH2:6][CH2:7][C:8]1[CH:16]=[CH:15][C:11]2[O:12][CH2:13][O:14][C:10]=2[CH:9]=1)=[O:4].[NH2:17][CH2:18][CH2:19][CH2:20][OH:21], predict the reaction product. The product is: [OH:21][CH2:20][CH2:19][CH2:18][NH:17][CH2:2][C:3]([NH:5][CH2:6][CH2:7][C:8]1[CH:16]=[CH:15][C:11]2[O:12][CH2:13][O:14][C:10]=2[CH:9]=1)=[O:4]. (3) Given the reactants C[C:2]1[N:3]=[CH:4][C:5]([C:8](O)=O)=[N:6][CH:7]=1.C([N:13]([CH2:16]C)CC)C.C1(P(N=[N+]=[N-])(C2C=CC=CC=2)=[O:25])C=CC=CC=1.[CH3:35][C:36]([OH:39])([CH3:38])[CH3:37], predict the reaction product. The product is: [C:36]([O:39][C:16](=[O:25])[NH:13][C:2]1[CH:7]=[N:6][C:5]([CH3:8])=[CH:4][N:3]=1)([CH3:38])([CH3:37])[CH3:35]. (4) Given the reactants [NH2:1][C:2]1[N:10]=[CH:9][N:8]=[C:7]2[C:3]=1[N:4]=[C:5]([S:14][C:15]1[S:16][C:17]3[C:23]([Cl:24])=[CH:22][CH:21]=[CH:20][C:18]=3[N:19]=1)[N:6]2[CH2:11][CH2:12][OH:13].[CH3:25][S:26](Cl)(=[O:28])=[O:27].C(N(CC)CC)C, predict the reaction product. The product is: [NH2:1][C:2]1[N:10]=[CH:9][N:8]=[C:7]2[C:3]=1[N:4]=[C:5]([S:14][C:15]1[S:16][C:17]3[C:23]([Cl:24])=[CH:22][CH:21]=[CH:20][C:18]=3[N:19]=1)[N:6]2[CH2:11][CH2:12][O:13][S:26]([CH3:25])(=[O:28])=[O:27].